From a dataset of Full USPTO retrosynthesis dataset with 1.9M reactions from patents (1976-2016). Predict the reactants needed to synthesize the given product. (1) Given the product [CH:20]1([CH2:27][C:28]([NH:1][C:2]2[CH:11]=[CH:10][CH:9]=[C:8]3[C:3]=2[CH:4]=[CH:5][N:6]([C@H:13]([CH:17]([CH3:19])[CH3:18])[C:14]([NH2:16])=[O:15])[C:7]3=[O:12])=[O:29])[CH2:26][CH2:25][CH2:24][CH2:23][CH2:22][CH2:21]1, predict the reactants needed to synthesize it. The reactants are: [NH2:1][C:2]1[CH:11]=[CH:10][CH:9]=[C:8]2[C:3]=1[CH:4]=[CH:5][N:6]([C@H:13]([CH:17]([CH3:19])[CH3:18])[C:14]([NH2:16])=[O:15])[C:7]2=[O:12].[CH:20]1([CH2:27][C:28](O)=[O:29])[CH2:26][CH2:25][CH2:24][CH2:23][CH2:22][CH2:21]1.F[P-](F)(F)(F)(F)F.C[N+](C)=C(N(C)C)ON1C2N=CC=CC=2N=N1.C(N(CC)C(C)C)(C)C.CN(C)C=O. (2) Given the product [C:20]([O:19][C:17]([C:16]1[CH:24]=[CH:25][C:13]([C:11]2([OH:12])[CH2:10][C:9]([C:4]3[CH:3]=[C:2]([Cl:1])[CH:7]=[C:6]([Cl:8])[CH:5]=3)([C:27]([F:30])([F:28])[F:29])[S:31][CH:32]2[C:33]([O:35][CH3:36])=[O:34])=[CH:14][C:15]=1[CH3:26])=[O:18])([CH3:23])([CH3:22])[CH3:21], predict the reactants needed to synthesize it. The reactants are: [Cl:1][C:2]1[CH:3]=[C:4](/[C:9](/[C:27]([F:30])([F:29])[F:28])=[CH:10]/[C:11]([C:13]2[CH:25]=[CH:24][C:16]([C:17]([O:19][C:20]([CH3:23])([CH3:22])[CH3:21])=[O:18])=[C:15]([CH3:26])[CH:14]=2)=[O:12])[CH:5]=[C:6]([Cl:8])[CH:7]=1.[SH:31][CH2:32][C:33]([O:35][CH3:36])=[O:34].N1CCCCC1. (3) Given the product [Br:12][C:13]1[C:26]2[C:17](=[N:18][C:19]3[C:24]([C:25]=2[S:1][C:2]2[CH:3]=[C:4]([CH:9]=[CH:10][CH:11]=2)[C:5]([O:7][CH3:8])=[O:6])=[CH:23][CH:22]=[CH:21][CH:20]=3)[CH:16]=[CH:15][CH:14]=1, predict the reactants needed to synthesize it. The reactants are: [SH:1][C:2]1[CH:3]=[C:4]([CH:9]=[CH:10][CH:11]=1)[C:5]([O:7][CH3:8])=[O:6].[Br:12][C:13]1[C:26]2[C:17](=[N:18][C:19]3[C:24]([C:25]=2Cl)=[CH:23][CH:22]=[CH:21][CH:20]=3)[CH:16]=[CH:15][CH:14]=1.[H-].[Na+].